From a dataset of CYP3A4 inhibition data for predicting drug metabolism from PubChem BioAssay. Regression/Classification. Given a drug SMILES string, predict its absorption, distribution, metabolism, or excretion properties. Task type varies by dataset: regression for continuous measurements (e.g., permeability, clearance, half-life) or binary classification for categorical outcomes (e.g., BBB penetration, CYP inhibition). Dataset: cyp3a4_veith. (1) The compound is COC(=O)c1sccc1NC(=O)c1cc(-c2ccc(C)cc2C)nc2ccccc12. The result is 1 (inhibitor). (2) The compound is CC(C)CN1CC[C@@]2(CCCN(C(=O)c3cccc(F)c3)C2)C1. The result is 1 (inhibitor). (3) The compound is OC[C@@H]1O[C@@H](n2cnc3c(N[C@H]4CCC[C@@H]4O)ncnc32)[C@H](O)[C@H]1O. The result is 0 (non-inhibitor).